Dataset: Peptide-MHC class II binding affinity with 134,281 pairs from IEDB. Task: Regression. Given a peptide amino acid sequence and an MHC pseudo amino acid sequence, predict their binding affinity value. This is MHC class II binding data. (1) The peptide sequence is RGDSRLTYQWHKEGS. The MHC is HLA-DQA10501-DQB10402 with pseudo-sequence HLA-DQA10501-DQB10402. The binding affinity (normalized) is 0. (2) The peptide sequence is YDKVLANVSTVLTGK. The MHC is DRB1_0701 with pseudo-sequence DRB1_0701. The binding affinity (normalized) is 0.591. (3) The MHC is HLA-DQA10501-DQB10201 with pseudo-sequence HLA-DQA10501-DQB10201. The peptide sequence is NPVKAFQFLVDLILF. The binding affinity (normalized) is 0.420. (4) The peptide sequence is LVGPTPVNIIGRDLLTQIGC. The MHC is DRB1_0404 with pseudo-sequence DRB1_0404. The binding affinity (normalized) is 0.121. (5) The peptide sequence is IYECKGVTVKDVTIT. The MHC is HLA-DPA10301-DPB10402 with pseudo-sequence HLA-DPA10301-DPB10402. The binding affinity (normalized) is 0.368. (6) The peptide sequence is VIPEGWKADTAYESK. The MHC is DRB1_0301 with pseudo-sequence DRB1_0301. The binding affinity (normalized) is 0.156. (7) The binding affinity (normalized) is 0.387. The MHC is HLA-DQA10301-DQB10302 with pseudo-sequence HLA-DQA10301-DQB10302. The peptide sequence is EKKYFAATQFEPQAA. (8) The MHC is DRB1_1101 with pseudo-sequence DRB1_1101. The binding affinity (normalized) is 0.535. The peptide sequence is YDKFLQNVSTVLTGK.